From a dataset of Reaction yield outcomes from USPTO patents with 853,638 reactions. Predict the reaction yield, written as a fraction of the theoretical maximum amount of product (1.0 means a 100% yield; for example, 0.34 means a 34% yield). (1) The reactants are [N:1]1([CH2:10][C:11]([OH:13])=O)[C:5]2[CH:6]=[CH:7][CH:8]=[CH:9][C:4]=2[N:3]=[CH:2]1.C(N(CC)CC)C.C1(P(N=[N+]=[N-])(C2C=CC=CC=2)=O)C=CC=CC=1.[Cl:38][C:39]1[C:40]([O:52][CH3:53])=[C:41]([C:46]2[N:47]=[C:48]([NH2:51])[S:49][CH:50]=2)[CH:42]=[C:43]([Cl:45])[CH:44]=1. The catalyst is C1(C)C=CC=CC=1.CN(C)C=O. The product is [N:1]1([CH2:10][C:11]([NH:51][C:48]2[S:49][CH:50]=[C:46]([C:41]3[CH:42]=[C:43]([Cl:45])[CH:44]=[C:39]([Cl:38])[C:40]=3[O:52][CH3:53])[N:47]=2)=[O:13])[C:5]2[CH:6]=[CH:7][CH:8]=[CH:9][C:4]=2[N:3]=[CH:2]1. The yield is 0.0700. (2) The reactants are [NH2:1][C:2]1[CH:10]=[CH:9][C:5]([C:6]([OH:8])=[O:7])=[C:4]([F:11])[CH:3]=1.[OH-].[Na+].[C:14](O[C:14]([O:16][C:17]([CH3:20])([CH3:19])[CH3:18])=[O:15])([O:16][C:17]([CH3:20])([CH3:19])[CH3:18])=[O:15]. The catalyst is O.O1CCOCC1. The product is [C:17]([O:16][C:14]([NH:1][C:2]1[CH:10]=[CH:9][C:5]([C:6]([OH:8])=[O:7])=[C:4]([F:11])[CH:3]=1)=[O:15])([CH3:20])([CH3:19])[CH3:18]. The yield is 0.130.